This data is from NCI-60 drug combinations with 297,098 pairs across 59 cell lines. The task is: Regression. Given two drug SMILES strings and cell line genomic features, predict the synergy score measuring deviation from expected non-interaction effect. (1) Drug 1: CC12CCC3C(C1CCC2O)C(CC4=C3C=CC(=C4)O)CCCCCCCCCS(=O)CCCC(C(F)(F)F)(F)F. Drug 2: C(CN)CNCCSP(=O)(O)O. Cell line: IGROV1. Synergy scores: CSS=-3.88, Synergy_ZIP=1.68, Synergy_Bliss=0.822, Synergy_Loewe=-2.74, Synergy_HSA=-2.73. (2) Cell line: U251. Drug 2: C(CCl)NC(=O)N(CCCl)N=O. Synergy scores: CSS=44.2, Synergy_ZIP=0.893, Synergy_Bliss=2.02, Synergy_Loewe=-45.4, Synergy_HSA=2.33. Drug 1: CC1C(C(CC(O1)OC2CC(CC3=C2C(=C4C(=C3O)C(=O)C5=C(C4=O)C(=CC=C5)OC)O)(C(=O)C)O)N)O.Cl. (3) Drug 1: C1=CC(=CC=C1C#N)C(C2=CC=C(C=C2)C#N)N3C=NC=N3. Drug 2: C1C(C(OC1N2C=NC3=C(N=C(N=C32)Cl)N)CO)O. Cell line: SW-620. Synergy scores: CSS=28.9, Synergy_ZIP=1.05, Synergy_Bliss=0.279, Synergy_Loewe=-5.74, Synergy_HSA=-0.538.